The task is: Regression. Given two drug SMILES strings and cell line genomic features, predict the synergy score measuring deviation from expected non-interaction effect.. This data is from NCI-60 drug combinations with 297,098 pairs across 59 cell lines. (1) Drug 1: CC1OCC2C(O1)C(C(C(O2)OC3C4COC(=O)C4C(C5=CC6=C(C=C35)OCO6)C7=CC(=C(C(=C7)OC)O)OC)O)O. Drug 2: CC1C(C(CC(O1)OC2CC(OC(C2O)C)OC3=CC4=CC5=C(C(=O)C(C(C5)C(C(=O)C(C(C)O)O)OC)OC6CC(C(C(O6)C)O)OC7CC(C(C(O7)C)O)OC8CC(C(C(O8)C)O)(C)O)C(=C4C(=C3C)O)O)O)O. Cell line: TK-10. Synergy scores: CSS=25.5, Synergy_ZIP=-7.50, Synergy_Bliss=-1.11, Synergy_Loewe=-1.75, Synergy_HSA=-1.08. (2) Drug 1: CC1C(C(CC(O1)OC2CC(CC3=C2C(=C4C(=C3O)C(=O)C5=C(C4=O)C(=CC=C5)OC)O)(C(=O)CO)O)N)O.Cl. Drug 2: CC1CCCC2(C(O2)CC(NC(=O)CC(C(C(=O)C(C1O)C)(C)C)O)C(=CC3=CSC(=N3)C)C)C. Cell line: HOP-92. Synergy scores: CSS=12.3, Synergy_ZIP=-0.680, Synergy_Bliss=-1.69, Synergy_Loewe=-12.3, Synergy_HSA=-2.07. (3) Synergy scores: CSS=45.8, Synergy_ZIP=-3.35, Synergy_Bliss=-2.62, Synergy_Loewe=1.07, Synergy_HSA=0.331. Cell line: KM12. Drug 2: CCCCC(=O)OCC(=O)C1(CC(C2=C(C1)C(=C3C(=C2O)C(=O)C4=C(C3=O)C=CC=C4OC)O)OC5CC(C(C(O5)C)O)NC(=O)C(F)(F)F)O. Drug 1: CCC1=CC2CC(C3=C(CN(C2)C1)C4=CC=CC=C4N3)(C5=C(C=C6C(=C5)C78CCN9C7C(C=CC9)(C(C(C8N6C)(C(=O)OC)O)OC(=O)C)CC)OC)C(=O)OC.C(C(C(=O)O)O)(C(=O)O)O. (4) Drug 1: C1CCC(CC1)NC(=O)N(CCCl)N=O. Drug 2: CC1C(C(CC(O1)OC2CC(CC3=C2C(=C4C(=C3O)C(=O)C5=C(C4=O)C(=CC=C5)OC)O)(C(=O)CO)O)N)O.Cl. Cell line: COLO 205. Synergy scores: CSS=53.9, Synergy_ZIP=-1.13, Synergy_Bliss=-0.313, Synergy_Loewe=-29.1, Synergy_HSA=0.148. (5) Drug 1: CC1=C(C=C(C=C1)NC2=NC=CC(=N2)N(C)C3=CC4=NN(C(=C4C=C3)C)C)S(=O)(=O)N.Cl. Drug 2: C1CCN(CC1)CCOC2=CC=C(C=C2)C(=O)C3=C(SC4=C3C=CC(=C4)O)C5=CC=C(C=C5)O. Cell line: U251. Synergy scores: CSS=16.9, Synergy_ZIP=1.04, Synergy_Bliss=4.70, Synergy_Loewe=4.72, Synergy_HSA=5.22. (6) Drug 1: CN(C)C1=NC(=NC(=N1)N(C)C)N(C)C. Drug 2: CC1=C2C(C(=O)C3(C(CC4C(C3C(C(C2(C)C)(CC1OC(=O)C(C(C5=CC=CC=C5)NC(=O)C6=CC=CC=C6)O)O)OC(=O)C7=CC=CC=C7)(CO4)OC(=O)C)O)C)OC(=O)C. Cell line: HCC-2998. Synergy scores: CSS=49.9, Synergy_ZIP=-3.07, Synergy_Bliss=-8.23, Synergy_Loewe=-62.6, Synergy_HSA=-11.2.